This data is from Forward reaction prediction with 1.9M reactions from USPTO patents (1976-2016). The task is: Predict the product of the given reaction. (1) Given the reactants [OH:1][C:2]1[CH:9]=[CH:8][C:5]([CH:6]=O)=[CH:4][CH:3]=1.[CH3:10][N+:11]([O-:13])=[O:12], predict the reaction product. The product is: [OH:1][C:2]1[CH:9]=[CH:8][C:5](/[CH:6]=[CH:10]/[N+:11]([O-:13])=[O:12])=[CH:4][CH:3]=1. (2) Given the reactants [CH:1]([C:4]1[CH:5]=[CH:6][C:7]([O:20][CH3:21])=[C:8]([C:10]2[CH:18]=[C:17]3[C:13]([CH2:14][C:15](=[O:19])[NH:16]3)=[CH:12][CH:11]=2)[CH:9]=1)([CH3:3])[CH3:2].[N:22]1([CH2:27][CH2:28][NH:29][C:30]([C:32]2[C:36]([CH3:37])=[C:35]([CH:38]=O)[NH:34][C:33]=2[CH3:40])=[O:31])[CH2:26][CH2:25][CH2:24][CH2:23]1, predict the reaction product. The product is: [N:22]1([CH2:27][CH2:28][NH:29][C:30]([C:32]2[C:36]([CH3:37])=[C:35]([CH:38]=[C:14]3[C:13]4[C:17](=[CH:18][C:10]([C:8]5[CH:9]=[C:4]([CH:1]([CH3:3])[CH3:2])[CH:5]=[CH:6][C:7]=5[O:20][CH3:21])=[CH:11][CH:12]=4)[NH:16][C:15]3=[O:19])[NH:34][C:33]=2[CH3:40])=[O:31])[CH2:26][CH2:25][CH2:24][CH2:23]1. (3) Given the reactants [CH3:1][O:2][C:3]([C:5]1[N:6]([S:21]([CH3:24])(=[O:23])=[O:22])[CH:7]=[C:8]([C:10](=O)[NH:11][C:12]2[CH:17]=[CH:16][CH:15]=[C:14]([F:18])[C:13]=2[F:19])[CH:9]=1)=[O:4].COC1C=CC(P2(SP(C3C=CC(OC)=CC=3)(=S)S2)=[S:34])=CC=1, predict the reaction product. The product is: [CH3:1][O:2][C:3]([C:5]1[N:6]([S:21]([CH3:24])(=[O:23])=[O:22])[CH:7]=[C:8]([C:10](=[S:34])[NH:11][C:12]2[CH:17]=[CH:16][CH:15]=[C:14]([F:18])[C:13]=2[F:19])[CH:9]=1)=[O:4]. (4) Given the reactants [Cl:1][C:2]1[CH:7]=[CH:6][C:5]([N+:8]([O-:10])=[O:9])=[CH:4][C:3]=1[CH:11]([O:19][Si](C)(C)C)[CH2:12][CH2:13][C:14]([O:16]CC)=O.O.FC(F)(F)C(O)=O, predict the reaction product. The product is: [Cl:1][C:2]1[CH:7]=[CH:6][C:5]([N+:8]([O-:10])=[O:9])=[CH:4][C:3]=1[CH:11]1[O:19][C:14](=[O:16])[CH2:13][CH2:12]1. (5) Given the reactants Cl[CH2:2][C:3]#[N:4].[F:5][C:6]1([F:15])[CH2:11][CH2:10][N:9]([C:12]([NH2:14])=[S:13])[CH2:8][CH2:7]1.[C:16]1([C:22](=O)[CH2:23][C:24](=O)[C:25]([O:27][CH2:28][CH3:29])=[O:26])[CH:21]=[CH:20][CH:19]=[CH:18][CH:17]=1.C([O-])(=O)C.[Na+], predict the reaction product. The product is: [CH2:28]([O:27][C:25]([C:24]1[CH:23]=[C:22]([C:16]2[CH:17]=[CH:18][CH:19]=[CH:20][CH:21]=2)[N:4]=[C:3]2[N:14]=[C:12]([N:9]3[CH2:8][CH2:7][C:6]([F:5])([F:15])[CH2:11][CH2:10]3)[S:13][C:2]=12)=[O:26])[CH3:29]. (6) Given the reactants [Cl:1][C:2]1[CH:23]=[C:22]([Cl:24])[CH:21]=[CH:20][C:3]=1[CH2:4][N:5]1[C:9](/[CH:10]=[CH:11]/[C:12]([OH:14])=O)=[CH:8][C:7]([O:15][CH2:16][CH2:17][O:18][CH3:19])=[N:6]1.[CH2:25]([S:30]([NH2:33])(=[O:32])=[O:31])[CH2:26][CH2:27][CH2:28][CH3:29].N12CCCN=C1CCCCC2, predict the reaction product. The product is: [Cl:1][C:2]1[CH:23]=[C:22]([Cl:24])[CH:21]=[CH:20][C:3]=1[CH2:4][N:5]1[C:9](/[CH:10]=[CH:11]/[C:12]([NH:33][S:30]([CH2:25][CH2:26][CH2:27][CH2:28][CH3:29])(=[O:32])=[O:31])=[O:14])=[CH:8][C:7]([O:15][CH2:16][CH2:17][O:18][CH3:19])=[N:6]1. (7) The product is: [F:57][C:56]1[CH:55]=[CH:54][CH:53]=[C:52]([F:58])[C:51]=1[CH2:50][O:49][C:48]1[C:43]2[N:44]([C:40]([C:38]3[O:37][N:36]=[C:20]([CH2:21][C:22]([NH:25][C:26](=[O:35])[O:27][CH2:28][C:29]4[CH:34]=[CH:33][CH:32]=[CH:31][CH:30]=4)([CH3:23])[CH3:24])[N:19]=3)=[C:41]([CH3:60])[N:42]=2)[CH:45]=[C:46]([CH3:59])[CH:47]=1. Given the reactants [F-].C([N+](CCCC)(CCCC)CCCC)CCC.[NH2:19]/[C:20](=[N:36]\[O:37][C:38]([C:40]1[N:44]2[CH:45]=[C:46]([CH3:59])[CH:47]=[C:48]([O:49][CH2:50][C:51]3[C:56]([F:57])=[CH:55][CH:54]=[CH:53][C:52]=3[F:58])[C:43]2=[N:42][C:41]=1[CH3:60])=O)/[CH2:21][C:22]([NH:25][C:26](=[O:35])[O:27][CH2:28][C:29]1[CH:34]=[CH:33][CH:32]=[CH:31][CH:30]=1)([CH3:24])[CH3:23], predict the reaction product. (8) Given the reactants C([NH:8][CH:9]([CH2:23][CH3:24])[CH:10]([C:12]1[O:13][C:14]([C:17]2[CH:22]=[CH:21][N:20]=[CH:19][CH:18]=2)=[N:15][N:16]=1)[OH:11])(OC(C)(C)C)=O.[C:25]([OH:31])([C:27]([F:30])([F:29])[F:28])=[O:26], predict the reaction product. The product is: [OH:31][C:25]([C:27]([F:30])([F:29])[F:28])=[O:26].[NH2:8][CH:9]([CH2:23][CH3:24])[C:10]([C:12]1[O:13][C:14]([C:17]2[CH:22]=[CH:21][N:20]=[CH:19][CH:18]=2)=[N:15][N:16]=1)=[O:11].